This data is from Full USPTO retrosynthesis dataset with 1.9M reactions from patents (1976-2016). The task is: Predict the reactants needed to synthesize the given product. (1) Given the product [Cl:8][C:6]1[CH:7]=[C:2]([NH:1][S:28]([C:25]2[CH:26]=[CH:27][C:22]([C:20]#[N:21])=[C:23]([C:32]([F:33])([F:34])[F:35])[CH:24]=2)(=[O:30])=[O:29])[C:3]([C:9]([C:11]2[C:12]3[CH:19]=[CH:18][NH:17][C:13]=3[N:14]=[CH:15][CH:16]=2)=[O:10])=[N:4][CH:5]=1, predict the reactants needed to synthesize it. The reactants are: [NH2:1][C:2]1[C:3]([C:9]([C:11]2[CH:16]=[CH:15][N:14]=[C:13]3[NH:17][CH:18]=[CH:19][C:12]=23)=[O:10])=[N:4][CH:5]=[C:6]([Cl:8])[CH:7]=1.[C:20]([C:22]1[CH:27]=[CH:26][C:25]([S:28](Cl)(=[O:30])=[O:29])=[CH:24][C:23]=1[C:32]([F:35])([F:34])[F:33])#[N:21].CO.[OH-].[Na+]. (2) Given the product [CH2:1]([N:8]1[CH:12]=[CH:11][CH:10]=[C:9]1[CH2:13][OH:14])[C:2]1[CH:3]=[CH:4][CH:5]=[CH:6][CH:7]=1, predict the reactants needed to synthesize it. The reactants are: [CH2:1]([N:8]1[CH:12]=[CH:11][CH:10]=[C:9]1[C:13](OC)=[O:14])[C:2]1[CH:7]=[CH:6][CH:5]=[CH:4][CH:3]=1.[H-].C([Al+]CC(C)C)C(C)C.CCCCCCC. (3) The reactants are: [C:1]([O:5][C:6]([N:8]1[CH2:18][CH2:17][C:11]2([CH2:15][NH:14][C:13](=O)[CH2:12]2)[CH2:10][CH2:9]1)=[O:7])([CH3:4])([CH3:3])[CH3:2].B.C1COCC1. Given the product [C:1]([O:5][C:6]([N:8]1[CH2:9][CH2:10][C:11]2([CH2:15][NH:14][CH2:13][CH2:12]2)[CH2:17][CH2:18]1)=[O:7])([CH3:4])([CH3:2])[CH3:3], predict the reactants needed to synthesize it.